Predict which catalyst facilitates the given reaction. From a dataset of Catalyst prediction with 721,799 reactions and 888 catalyst types from USPTO. Reactant: [NH2:1][C:2]1[N:10]=[C:9]([CH2:11][O:12][CH3:13])[CH:8]=[CH:7][C:3]=1[C:4]([OH:6])=O.[O:14]([C:21]1[CH:28]=[CH:27][C:24]([CH2:25][NH2:26])=[CH:23][CH:22]=1)[C:15]1[CH:20]=[CH:19][CH:18]=[CH:17][CH:16]=1.C(N(CC)CC)C.CN([P+](ON1N=NC2C=CC=CC1=2)(N(C)C)N(C)C)C.F[P-](F)(F)(F)(F)F. Product: [O:14]([C:21]1[CH:22]=[CH:23][C:24]([CH2:25][NH:26][C:4](=[O:6])[C:3]2[CH:7]=[CH:8][C:9]([CH2:11][O:12][CH3:13])=[N:10][C:2]=2[NH2:1])=[CH:27][CH:28]=1)[C:15]1[CH:20]=[CH:19][CH:18]=[CH:17][CH:16]=1. The catalyst class is: 136.